Dataset: Forward reaction prediction with 1.9M reactions from USPTO patents (1976-2016). Task: Predict the product of the given reaction. (1) Given the reactants [CH2:1]([S:3]([C:6]1[S:10][C:9]([C:11]2[CH:19]=[CH:18][C:14]([C:15]([OH:17])=O)=[CH:13][CH:12]=2)=[CH:8][CH:7]=1)(=[O:5])=[O:4])[CH3:2].[Li].CCN=C=NCCCN(C)C.Cl.C1C=CC2N(O)N=NC=2C=1.CCN(C(C)C)C(C)C.[CH3:52][C@@H:53]1[CH2:57][CH2:56][CH2:55][N:54]1[CH2:58][C@@H:59]1[CH2:63][CH2:62][CH2:61][NH:60]1, predict the reaction product. The product is: [CH2:1]([S:3]([C:6]1[S:10][C:9]([C:11]2[CH:12]=[CH:13][C:14]([C:15]([N:60]3[CH2:61][CH2:62][CH2:63][C@H:59]3[CH2:58][N:54]3[CH2:55][CH2:56][CH2:57][C@H:53]3[CH3:52])=[O:17])=[CH:18][CH:19]=2)=[CH:8][CH:7]=1)(=[O:4])=[O:5])[CH3:2]. (2) Given the reactants [C:1]([O:5][C:6](=[O:33])[NH:7][CH2:8][C@H:9]([N:11]1[C:19]2[C:14](=[CH:15][C:16]([Br:21])=[C:17]([CH3:20])[CH:18]=2)[CH:13]=[C:12]1[CH:22](C(C)(C)C(C)C)O[SiH](C)C)[CH3:10])([CH3:4])([CH3:3])[CH3:2].[F-].[NH4+], predict the reaction product. The product is: [C:1]([O:5][C:6]([N:7]1[CH2:8][C@@H:9]([CH3:10])[N:11]2[C:19]3[CH:18]=[C:17]([CH3:20])[C:16]([Br:21])=[CH:15][C:14]=3[CH:13]=[C:12]2[CH2:22]1)=[O:33])([CH3:4])([CH3:3])[CH3:2]. (3) Given the reactants [NH2:1][C:2]1[CH:7]=[CH:6][CH:5]=[CH:4][C:3]=1[OH:8].[N+:9]([C:12]1[CH:13]=[C:14]([C:18]2[O:22][C:21]([CH:23]=O)=[CH:20][CH:19]=2)[CH:15]=[CH:16][CH:17]=1)([O-:11])=[O:10], predict the reaction product. The product is: [N+:9]([C:12]1[CH:13]=[C:14]([C:18]2[O:22][C:21]([CH:23]=[N:1][C:2]3[CH:7]=[CH:6][CH:5]=[CH:4][C:3]=3[OH:8])=[CH:20][CH:19]=2)[CH:15]=[CH:16][CH:17]=1)([O-:11])=[O:10]. (4) Given the reactants Br[C:2]1[CH:7]=[CH:6][N:5]=[C:4]([NH:8][C:9]([NH:11][CH2:12][CH3:13])=[O:10])[CH:3]=1.[F:14][C:15]1[CH:20]=[CH:19][C:18](B2OC(C)(C)C(C)(C)O2)=[CH:17][N:16]=1.C(=O)([O-])[O-].[Cs+].[Cs+], predict the reaction product. The product is: [CH2:12]([NH:11][C:9]([NH:8][C:4]1[CH:3]=[C:2]([C:18]2[CH:17]=[N:16][C:15]([F:14])=[CH:20][CH:19]=2)[CH:7]=[CH:6][N:5]=1)=[O:10])[CH3:13]. (5) Given the reactants [CH3:1][C:2]1[NH:3][C:4]2[C:9]([CH:10]=1)=[CH:8][CH:7]=[CH:6][CH:5]=2.[OH-].[K+].I[CH2:14][CH3:15], predict the reaction product. The product is: [CH2:14]([N:3]1[C:4]2[C:9](=[CH:8][CH:7]=[CH:6][CH:5]=2)[CH:10]=[C:2]1[CH3:1])[CH3:15]. (6) Given the reactants Cl[C:2]1[C:11]2[C:6](=[CH:7][CH:8]=[C:9]([O:12][CH3:13])[CH:10]=2)[C:5]([CH2:14][O:15][CH3:16])=[N:4][N:3]=1.[NH2:17][CH:18]1[CH2:23][CH2:22][N:21]([CH2:24][C:25]2[CH:30]=[CH:29][CH:28]=[CH:27][CH:26]=2)[CH2:20][CH2:19]1, predict the reaction product. The product is: [CH2:24]([N:21]1[CH2:22][CH2:23][CH:18]([NH:17][C:2]2[C:11]3[C:6](=[CH:7][CH:8]=[C:9]([O:12][CH3:13])[CH:10]=3)[C:5]([CH2:14][O:15][CH3:16])=[N:4][N:3]=2)[CH2:19][CH2:20]1)[C:25]1[CH:26]=[CH:27][CH:28]=[CH:29][CH:30]=1. (7) Given the reactants Cl[C:2]1[C:7]([Cl:8])=[N:6][CH:5]=[CH:4][N:3]=1.CC1(C)C(C)(C)OB([C:17]2[C:26]3[C:21](=[CH:22][CH:23]=[CH:24][CH:25]=3)[C:20]([C:27]#[N:28])=[CH:19][CH:18]=2)O1.C(=O)([O-])[O-].[Na+].[Na+], predict the reaction product. The product is: [Cl:8][C:7]1[C:2]([C:17]2[C:26]3[C:21](=[CH:22][CH:23]=[CH:24][CH:25]=3)[C:20]([C:27]#[N:28])=[CH:19][CH:18]=2)=[N:3][CH:4]=[CH:5][N:6]=1. (8) Given the reactants [C:1]([OH:13])(=[O:12])/[CH:2]=[CH:3]/[C:4]1[CH:11]=[CH:10][C:8]([OH:9])=[C:6]([OH:7])[CH:5]=1.[Br-].C([O-])([O-])=O.[K+].[K+], predict the reaction product. The product is: [CH2:3]([O:12][C:1](=[O:13])[CH:2]=[CH:3][C:4]1[CH:11]=[CH:10][C:8]([O:9][CH2:11][CH:4]=[CH2:5])=[C:6]([O:7][CH2:10][CH:8]=[CH2:6])[CH:5]=1)[CH:2]=[CH2:1]. (9) Given the reactants [C@H:1]([OH:14])([C@H:9]([OH:13])[C:10]([O-:12])=[O:11])[C@H:2]([OH:8])[C@@H:3]([OH:7])[C:4]([O-:6])=[O:5].N1C=C(C2CCCN2C)C=CC=1, predict the reaction product. The product is: [C@H:1]([OH:14])([C@H:9]([OH:13])[C:10]([OH:12])=[O:11])[C@H:2]([OH:8])[C@@H:3]([OH:7])[C:4]([OH:6])=[O:5]. (10) Given the reactants [N+:1]([C:4]1[CH:12]=[CH:11][CH:10]=[C:9]2[C:5]=1[CH:6]=[CH:7][NH:8]2)([O-:3])=[O:2].[H-].[Na+].[S:15](Cl)([C:18]1[CH:24]=[CH:23][C:21]([CH3:22])=[CH:20][CH:19]=1)(=[O:17])=[O:16], predict the reaction product. The product is: [N+:1]([C:4]1[CH:12]=[CH:11][CH:10]=[C:9]2[C:5]=1[CH:6]=[CH:7][N:8]2[S:15]([C:18]1[CH:24]=[CH:23][C:21]([CH3:22])=[CH:20][CH:19]=1)(=[O:17])=[O:16])([O-:3])=[O:2].